This data is from Forward reaction prediction with 1.9M reactions from USPTO patents (1976-2016). The task is: Predict the product of the given reaction. (1) Given the reactants Br[C:2]1[C:10]2[N:9]3[CH2:11][CH2:12][NH:13][C:14](=[O:15])[C:8]3=[C:7]([CH3:16])[C:6]=2[CH:5]=[C:4]([C:17]#[N:18])[CH:3]=1.[C:19]1(B(O)O)[CH:24]=[CH:23][CH:22]=[CH:21][CH:20]=1, predict the reaction product. The product is: [CH3:16][C:7]1[C:6]2[CH:5]=[C:4]([C:17]#[N:18])[CH:3]=[C:2]([C:19]3[CH:24]=[CH:23][CH:22]=[CH:21][CH:20]=3)[C:10]=2[N:9]2[CH2:11][CH2:12][NH:13][C:14](=[O:15])[C:8]=12. (2) Given the reactants [Br:1][C:2]1[CH:3]=[C:4]([O:20][C:21]2[CH:26]=[CH:25][CH:24]=[CH:23][CH:22]=2)[C:5]([NH:8][C:9]2[S:10][CH:11]=[C:12]([CH2:14][CH2:15]/[C:16](/[NH2:19])=[N:17]/[OH:18])[N:13]=2)=[N:6][CH:7]=1.C([O-])([O-])=O.[K+].[K+].[C:33](Cl)(=[O:35])[CH3:34], predict the reaction product. The product is: [C:33]([O:18]/[N:17]=[C:16](\[NH2:19])/[CH2:15][CH2:14][C:12]1[N:13]=[C:9]([NH:8][C:5]2[C:4]([O:20][C:21]3[CH:26]=[CH:25][CH:24]=[CH:23][CH:22]=3)=[CH:3][C:2]([Br:1])=[CH:7][N:6]=2)[S:10][CH:11]=1)(=[O:35])[CH3:34]. (3) Given the reactants [O:1]1[CH2:6][CH:5]=[C:4]([C:7]2[CH:14]=[CH:13][C:10]([NH:11][CH3:12])=[CH:9][CH:8]=2)[CH2:3][CH2:2]1, predict the reaction product. The product is: [CH3:12][NH:11][C:10]1[CH:9]=[CH:8][C:7]([CH:4]2[CH2:5][CH2:6][O:1][CH2:2][CH2:3]2)=[CH:14][CH:13]=1. (4) The product is: [Cl:30][C:31]1[CH:32]=[C:33]([C:37]2[S:41][C:40]([NH:42][C:16]([C:15]3[CH:14]=[CH:13][C:12]([O:11][C@@H:8]4[CH2:7][CH2:6][C@H:5]([C:3]([O:2][CH3:1])=[O:4])[CH2:10][CH2:9]4)=[CH:20][CH:19]=3)=[O:18])=[N:39][N:38]=2)[CH:34]=[CH:35][CH:36]=1. Given the reactants [CH3:1][O:2][C:3]([C@@H:5]1[CH2:10][CH2:9][C@H:8]([O:11][C:12]2[CH:20]=[CH:19][C:15]([C:16]([OH:18])=O)=[CH:14][CH:13]=2)[CH2:7][CH2:6]1)=[O:4].C(N(C(C)C)CC)(C)C.[Cl:30][C:31]1[CH:32]=[C:33]([C:37]2[S:41][C:40]([NH2:42])=[N:39][N:38]=2)[CH:34]=[CH:35][CH:36]=1.CN(C=O)C, predict the reaction product. (5) Given the reactants [CH3:1][CH:2]([CH2:4][C@H:5]([CH2:10][NH2:11])[CH2:6][C:7]([OH:9])=[O:8])[CH3:3].[C:12]([OH:22])(=[O:21])[C@@H:13]([C:15]1[CH:20]=[CH:19][CH:18]=[CH:17][CH:16]=1)[OH:14], predict the reaction product. The product is: [CH3:3][CH:2]([CH2:4][C@@H:5]([CH2:10][NH2:11])[CH2:6][C:7]([OH:9])=[O:8])[CH3:1].[C:12]([OH:22])(=[O:21])[C@@H:13]([C:15]1[CH:20]=[CH:19][CH:18]=[CH:17][CH:16]=1)[OH:14].